This data is from Reaction yield outcomes from USPTO patents with 853,638 reactions. The task is: Predict the reaction yield, written as a fraction of the theoretical maximum amount of product (1.0 means a 100% yield; for example, 0.34 means a 34% yield). The reactants are C([NH:8][C:9]1[C:14]([CH3:15])=[CH:13][C:12]([O:16][CH3:17])=[C:11]([CH2:18][C:19]2[CH:24]=[CH:23][C:22]([CH:25]([CH3:27])[CH3:26])=[CH:21][CH:20]=2)[C:10]=1[CH3:28])C1C=CC=CC=1. The catalyst is C(OCC)(=O)C.CCCCCC. The product is [CH:25]([C:22]1[CH:23]=[CH:24][C:19]([CH2:18][C:11]2[C:10]([CH3:28])=[C:9]([NH2:8])[C:14]([CH3:15])=[CH:13][C:12]=2[O:16][CH3:17])=[CH:20][CH:21]=1)([CH3:27])[CH3:26]. The yield is 0.860.